From a dataset of Reaction yield outcomes from USPTO patents with 853,638 reactions. Predict the reaction yield, written as a fraction of the theoretical maximum amount of product (1.0 means a 100% yield; for example, 0.34 means a 34% yield). (1) The reactants are [Li]CCCC.[F:6][C:7]1[CH:16]=[CH:15][C:10]2[S:11][CH:12]=[C:13]([CH3:14])[C:9]=2[CH:8]=1.[Cl:17][CH2:18][CH2:19][CH2:20]I. The catalyst is C1COCC1.[Cu]I. The product is [Cl:17][CH2:18][CH2:19][CH2:20][C:12]1[S:11][C:10]2[CH:15]=[CH:16][C:7]([F:6])=[CH:8][C:9]=2[C:13]=1[CH3:14]. The yield is 0.370. (2) The product is [C:3]([O:7][C:8]([N:10]([CH2:17][CH2:18][C:19]#[N:20])[C:11]([CH3:15])([CH3:16])[C:12]([O:14][CH3:1])=[O:13])=[O:9])([CH3:6])([CH3:5])[CH3:4]. The reactants are [CH3:1]I.[C:3]([O:7][C:8]([N:10]([CH2:17][CH2:18][C:19]#[N:20])[C:11]([CH3:16])([CH3:15])[C:12]([OH:14])=[O:13])=[O:9])([CH3:6])([CH3:5])[CH3:4]. The catalyst is CN(C=O)C. The yield is 0.950. (3) The reactants are [NH2:1][C:2]1[CH:10]=[CH:9][C:8]([CH3:11])=[CH:7][C:3]=1[C:4]([OH:6])=[O:5].Cl[C:13]([O:15][C:16]1[CH:21]=[CH:20][CH:19]=[CH:18][CH:17]=1)=O. The catalyst is N1C=CC=CC=1. The product is [CH3:11][C:8]1[CH:9]=[CH:10][C:2]2[N:1]=[C:13]([O:15][C:16]3[CH:21]=[CH:20][CH:19]=[CH:18][CH:17]=3)[O:5][C:4](=[O:6])[C:3]=2[CH:7]=1. The yield is 0.410.